From a dataset of Full USPTO retrosynthesis dataset with 1.9M reactions from patents (1976-2016). Predict the reactants needed to synthesize the given product. (1) Given the product [Cl:12][C:13]1[C:18]([NH:19][S:20]([C:23]2[CH:28]=[CH:27][C:26]([F:29])=[CH:25][CH:24]=2)(=[O:22])=[O:21])=[CH:17][C:16]([C:2]2[CH:3]=[C:4]3[C:9](=[CH:10][CH:11]=2)[CH:8]=[N:7][CH:6]=[CH:5]3)=[CH:15][N:14]=1, predict the reactants needed to synthesize it. The reactants are: Br[C:2]1[CH:3]=[C:4]2[C:9](=[CH:10][CH:11]=1)[CH:8]=[N:7][CH:6]=[CH:5]2.[Cl:12][C:13]1[C:18]([NH:19][S:20]([C:23]2[CH:28]=[CH:27][C:26]([F:29])=[CH:25][CH:24]=2)(=[O:22])=[O:21])=[CH:17][C:16](B2OC(C)(C)C(C)(C)O2)=[CH:15][N:14]=1.C(=O)([O-])[O-].[Na+].[Na+].O1CCOCC1.O. (2) Given the product [NH2:14][C:15]1[N:20]=[C:19]([CH2:21][C:22]([O:24][CH3:26])=[O:23])[CH:18]=[CH:17][CH:16]=1, predict the reactants needed to synthesize it. The reactants are: C1(C(=[N:14][C:15]2[N:20]=[C:19]([CH2:21][C:22]([O-:24])=[O:23])[CH:18]=[CH:17][CH:16]=2)C2C=CC=CC=2)C=CC=CC=1.Cl.[CH2:26]1COCC1.O. (3) Given the product [C:13]([O:17][C:18](=[O:21])[CH2:19][N:11]([C:8]1[CH:9]=[CH:10][C:5]([CH2:1][CH2:2][CH2:3][CH3:4])=[CH:6][CH:7]=1)[CH3:12])([CH3:16])([CH3:15])[CH3:14], predict the reactants needed to synthesize it. The reactants are: [CH2:1]([C:5]1[CH:10]=[CH:9][C:8]([NH:11][CH3:12])=[CH:7][CH:6]=1)[CH2:2][CH2:3][CH3:4].[C:13]([O:17][C:18](=[O:21])[CH2:19]Br)([CH3:16])([CH3:15])[CH3:14].[OH-].[Na+].Cl.